From a dataset of Reaction yield outcomes from USPTO patents with 853,638 reactions. Predict the reaction yield, written as a fraction of the theoretical maximum amount of product (1.0 means a 100% yield; for example, 0.34 means a 34% yield). (1) The reactants are [Si:1]([O:8][CH2:9][CH2:10][N:11]1[C:19]2[C:14](=[CH:15][CH:16]=[CH:17][CH:18]=2)[C:13]([CH2:20][CH2:21][CH2:22][OH:23])=[CH:12]1)([C:4]([CH3:7])([CH3:6])[CH3:5])([CH3:3])[CH3:2].[CH3:24][S:25](Br)(=[O:27])=[O:26].C(N(CC)CC)C. The catalyst is C(Cl)Cl. The product is [CH3:24][S:25]([O:23][CH2:22][CH2:21][CH2:20][C:13]1[C:14]2[C:19](=[CH:18][CH:17]=[CH:16][CH:15]=2)[N:11]([CH2:10][CH2:9][O:8][Si:1]([C:4]([CH3:7])([CH3:6])[CH3:5])([CH3:3])[CH3:2])[CH:12]=1)(=[O:27])=[O:26]. The yield is 0.880. (2) The reactants are Cl[C:2]1[N:10]=[C:9]2[C:5]([N:6]=[C:7]([CH2:12][CH2:13][N:14]3[CH2:19][CH2:18][CH:17]([C:20]([OH:23])([CH3:22])[CH3:21])[CH2:16][CH2:15]3)[N:8]2[CH3:11])=[C:4]([N:24]2[CH2:29][CH2:28][O:27][CH2:26][CH2:25]2)[N:3]=1.[CH2:30]([C:32]1[NH:33][C:34]2[CH:40]=[CH:39][CH:38]=[CH:37][C:35]=2[N:36]=1)[CH3:31].CC(C1C=C(C(C)C)C(C2C=CC=CC=2P(C2CCCCC2)C2CCCCC2)=C(C(C)C)C=1)C.C([O-])([O-])=O.[Cs+].[Cs+]. The catalyst is O1CCOCC1.C1C=CC(/C=C/C(/C=C/C2C=CC=CC=2)=O)=CC=1.C1C=CC(/C=C/C(/C=C/C2C=CC=CC=2)=O)=CC=1.C1C=CC(/C=C/C(/C=C/C2C=CC=CC=2)=O)=CC=1.[Pd].[Pd]. The product is [CH2:30]([C:32]1[N:33]([C:2]2[N:10]=[C:9]3[C:5]([N:6]=[C:7]([CH2:12][CH2:13][N:14]4[CH2:15][CH2:16][CH:17]([C:20]([OH:23])([CH3:21])[CH3:22])[CH2:18][CH2:19]4)[N:8]3[CH3:11])=[C:4]([N:24]3[CH2:25][CH2:26][O:27][CH2:28][CH2:29]3)[N:3]=2)[C:34]2[CH:40]=[CH:39][CH:38]=[CH:37][C:35]=2[N:36]=1)[CH3:31]. The yield is 0.500. (3) The reactants are [Cl:1][C:2]1[C:8]([Cl:9])=[CH:7][CH:6]=[CH:5][C:3]=1[NH2:4].[N:10]([O-])=O.[Na+].Cl[Sn]Cl. The catalyst is Cl.O. The product is [Cl:1][C:2]1[C:8]([Cl:9])=[CH:7][CH:6]=[CH:5][C:3]=1[NH:4][NH2:10]. The yield is 0.980. (4) The reactants are F[C:2]1[N:3]=[C:4]([NH2:20])[C:5]2[N:6]=[CH:7][N:8]([C:18]=2[N:19]=1)[C@@H:9]1[O:17][C@H:14]([CH2:15][OH:16])[C@@H:12]([OH:13])[C@H:10]1[OH:11].O.[NH2:22][NH2:23]. The catalyst is C(O)C. The product is [NH:22]([C:2]1[N:3]=[C:4]([NH2:20])[C:5]2[N:6]=[CH:7][N:8]([C:18]=2[N:19]=1)[C@@H:9]1[O:17][C@H:14]([CH2:15][OH:16])[C@@H:12]([OH:13])[C@H:10]1[OH:11])[NH2:23]. The yield is 0.940. (5) The reactants are NOS(O)(=O)=O.C[N:8](C)[C:9](=[N:11][C:12]([C:14]1[CH:15]=[N:16][C:17]([N:20]2[CH2:25][CH2:24][N:23]([C:26]3[CH:31]=[CH:30][CH:29]=[C:28]([C:32]([F:35])([F:34])[F:33])[CH:27]=3)[CH2:22][CH2:21]2)=[CH:18][CH:19]=1)=[S:13])[CH3:10].N1C=CC=CC=1. The catalyst is CO.C(O)C. The product is [CH3:10][C:9]1[N:11]=[C:12]([C:14]2[CH:19]=[CH:18][C:17]([N:20]3[CH2:25][CH2:24][N:23]([C:26]4[CH:31]=[CH:30][CH:29]=[C:28]([C:32]([F:35])([F:34])[F:33])[CH:27]=4)[CH2:22][CH2:21]3)=[N:16][CH:15]=2)[S:13][N:8]=1. The yield is 0.350. (6) The reactants are [Br:1][C:2]1[CH:3]=[C:4]2[C:15](=[CH:16][CH:17]=1)[O:14][C:7]1[C:8]([F:13])=[N:9][C:10]([Cl:12])=[CH:11][C:6]=1[C:5]2=O.[CH3:19][C:20]([S@:23]([NH2:25])=[O:24])([CH3:22])[CH3:21]. The catalyst is C1COCC1.[O-]CC.[Ti+4].[O-]CC.[O-]CC.[O-]CC. The product is [Br:1][C:2]1[CH:3]=[C:4]2[C:15](=[CH:16][CH:17]=1)[O:14][C:7]1[C:8]([F:13])=[N:9][C:10]([Cl:12])=[CH:11][C:6]=1[C:5]2=[N:25][S:23]([C:20]([CH3:22])([CH3:21])[CH3:19])=[O:24]. The yield is 0.571. (7) The reactants are [CH3:1][C:2]1[CH:11]=[CH:10][C:9]([N:12]2[CH2:17][CH2:16][N:15]([CH3:18])[CH2:14][CH2:13]2)=[C:8]2[C:3]=1[CH2:4][CH2:5][C@@H:6]([NH:19][C:20](=[O:33])[C:21]1[CH:26]=[CH:25][C:24]([N:27]3[CH2:32][CH2:31][O:30][CH2:29][CH2:28]3)=[CH:23][CH:22]=1)[CH2:7]2.[C:34]([OH:46])(=[O:45])[CH2:35][C:36]([CH2:41][C:42]([OH:44])=[O:43])([C:38]([OH:40])=[O:39])[OH:37]. The catalyst is O1CCCC1.O. The yield is 0.620. The product is [C:34]([OH:46])(=[O:45])[CH2:35][C:36]([CH2:41][C:42]([OH:44])=[O:43])([C:38]([OH:40])=[O:39])[OH:37].[CH3:1][C:2]1[CH:11]=[CH:10][C:9]([N:12]2[CH2:17][CH2:16][N:15]([CH3:18])[CH2:14][CH2:13]2)=[C:8]2[C:3]=1[CH2:4][CH2:5][C@@H:6]([NH:19][C:20](=[O:33])[C:21]1[CH:26]=[CH:25][C:24]([N:27]3[CH2:32][CH2:31][O:30][CH2:29][CH2:28]3)=[CH:23][CH:22]=1)[CH2:7]2. (8) The reactants are Cl[C:2](=[N:8][NH:9][C:10]1[CH:15]=[CH:14][C:13]([O:16][CH:17]([F:19])[F:18])=[CH:12][CH:11]=1)[C:3]([O:5][CH2:6][CH3:7])=[O:4].[CH:20]12CC(C=C1)C=[CH:21]2.C(N(CC)CC)C. The catalyst is C1(C)C=CC=CC=1.C1(C)C(C)=CC=CC=1. The product is [F:18][CH:17]([F:19])[O:16][C:13]1[CH:14]=[CH:15][C:10]([N:9]2[CH:21]=[CH:20][C:2]([C:3]([O:5][CH2:6][CH3:7])=[O:4])=[N:8]2)=[CH:11][CH:12]=1. The yield is 0.690. (9) The reactants are [F:1][C:2]([F:14])([F:13])[S:3]([C:6]1[CH:7]=[C:8](N)[CH:9]=[CH:10][CH:11]=1)(=[O:5])=[O:4].[ClH:15].N([O-])=O.[Na+].[S:20](=[O:22])=[O:21]. No catalyst specified. The product is [F:1][C:2]([F:14])([F:13])[S:3]([C:6]1[CH:7]=[C:8]([S:20]([Cl:15])(=[O:22])=[O:21])[CH:9]=[CH:10][CH:11]=1)(=[O:5])=[O:4]. The yield is 0.790.